From a dataset of Full USPTO retrosynthesis dataset with 1.9M reactions from patents (1976-2016). Predict the reactants needed to synthesize the given product. (1) The reactants are: [OH:1][C:2]1[CH:3]=[C:4]2[C:9](=[CH:10][CH:11]=1)[O:8][CH:7]([C:12]([F:15])([F:14])[F:13])[C:6]([C:16]([O:18][CH2:19][CH3:20])=[O:17])=[CH:5]2.[Br:21][C:22]1[CH:27]=[CH:26][C:25]([C:28](=[O:31])[CH2:29]Br)=[CH:24][CH:23]=1.C(=O)([O-])[O-].[K+].[K+]. Given the product [Br:21][C:22]1[CH:27]=[CH:26][C:25]([C:28](=[O:31])[CH2:29][O:1][C:2]2[CH:3]=[C:4]3[C:9](=[CH:10][CH:11]=2)[O:8][CH:7]([C:12]([F:15])([F:13])[F:14])[C:6]([C:16]([O:18][CH2:19][CH3:20])=[O:17])=[CH:5]3)=[CH:24][CH:23]=1, predict the reactants needed to synthesize it. (2) Given the product [C:1]([C:3]1[CH:4]=[C:5]2[C:10](=[CH:11][C:12]=1[O:13][C:14]1[CH:15]=[CH:16][C:17]([C:20](=[O:32])[NH:21][C:22]3[CH:27]=[CH:26][CH:25]=[C:24]([C:28]([F:31])([F:30])[F:29])[CH:23]=3)=[CH:18][CH:19]=1)[O:9][CH2:8][CH2:7][CH:6]2[C:33]([OH:35])=[O:34])#[N:2], predict the reactants needed to synthesize it. The reactants are: [C:1]([C:3]1[CH:4]=[C:5]2[C:10](=[CH:11][C:12]=1[O:13][C:14]1[CH:19]=[CH:18][C:17]([C:20](=[O:32])[NH:21][C:22]3[CH:27]=[CH:26][CH:25]=[C:24]([C:28]([F:31])([F:30])[F:29])[CH:23]=3)=[CH:16][CH:15]=1)[O:9][CH2:8][CH2:7][CH:6]2[C:33]([O:35]C)=[O:34])#[N:2].[OH-].[Na+]. (3) Given the product [Cl:10][C:11]1[CH:12]=[C:13]([CH:14]2[CH2:20][C:21]([CH3:23])([CH3:22])[C:7]3[N:6]=[C:5]([C:8]#[N:9])[CH:4]=[CH:3][C:2]=3[NH:1]2)[CH:16]=[CH:17][C:18]=1[F:19], predict the reactants needed to synthesize it. The reactants are: [NH2:1][C:2]1[CH:3]=[CH:4][C:5]([C:8]#[N:9])=[N:6][CH:7]=1.[Cl:10][C:11]1[CH:12]=[C:13]([CH:16]=[CH:17][C:18]=1[F:19])[CH:14]=O.[CH2:20]=[C:21]([CH3:23])[CH3:22].FC(F)(F)S([O-])(=O)=O.[Yb+3].FC(F)(F)S([O-])(=O)=O.FC(F)(F)S([O-])(=O)=O. (4) The reactants are: [CH2:1]([C:8]1[C:13](=[O:14])[N:12]([C:15]2[CH:20]=[CH:19][CH:18]=[C:17](C(O)=O)[CH:16]=2)[C:11]2[N:24]=[CH:25][CH:26]=[CH:27][C:10]=2[N:9]=1)[C:2]1[CH:7]=[CH:6][CH:5]=[CH:4][CH:3]=1.C1(P([N:42]=[N+]=[N-])(C2C=CC=CC=2)=O)C=CC=CC=1.[NH2:45][C:46]1[CH:47]=[N:48][CH:49]=[CH:50][CH:51]=1.[C:52](=[O:55])(O)[O-].[Na+]. Given the product [CH2:1]([C:8]1[C:13](=[O:14])[N:12]([C:15]2[CH:20]=[CH:19][CH:18]=[C:17]([NH:42][C:52]([NH:45][C:46]3[CH:47]=[N:48][CH:49]=[CH:50][CH:51]=3)=[O:55])[CH:16]=2)[C:11]2[N:24]=[CH:25][CH:26]=[CH:27][C:10]=2[N:9]=1)[C:2]1[CH:3]=[CH:4][CH:5]=[CH:6][CH:7]=1, predict the reactants needed to synthesize it. (5) Given the product [CH3:1][O:2][C:3]([C:5]1[N:6]([CH2:19][C:18]([O:17][C:13]([CH3:16])([CH3:15])[CH3:14])=[O:21])[CH:7]=[C:8]([Br:10])[CH:9]=1)=[O:4], predict the reactants needed to synthesize it. The reactants are: [CH3:1][O:2][C:3]([C:5]1[NH:6][CH:7]=[C:8]([Br:10])[CH:9]=1)=[O:4].[H-].[Na+].[C:13]([O:17][C:18](=[O:21])[CH2:19]Br)([CH3:16])([CH3:15])[CH3:14].